Predict the product of the given reaction. From a dataset of Forward reaction prediction with 1.9M reactions from USPTO patents (1976-2016). (1) Given the reactants [NH2:1][C:2]1[N:7]=[CH:6][N:5]=[C:4]2[N:8]([CH2:25][C@@H:26]3[CH2:30][CH2:29][CH2:28][N:27]3[C:31](=[O:35])[CH2:32][C:33]#[N:34])[N:9]=[C:10]([C:11]3[CH:16]=[CH:15][C:14]([O:17][C:18]4[CH:23]=[CH:22][CH:21]=[CH:20][CH:19]=4)=[CH:13][C:12]=3[F:24])[C:3]=12.[CH:36]1([CH:39]=O)[CH2:38][CH2:37]1.N1CCCCC1, predict the reaction product. The product is: [NH2:1][C:2]1[N:7]=[CH:6][N:5]=[C:4]2[N:8]([CH2:25][C@@H:26]3[CH2:30][CH2:29][CH2:28][N:27]3[C:31]([C:32](=[CH:39][CH:36]3[CH2:38][CH2:37]3)[C:33]#[N:34])=[O:35])[N:9]=[C:10]([C:11]3[CH:16]=[CH:15][C:14]([O:17][C:18]4[CH:19]=[CH:20][CH:21]=[CH:22][CH:23]=4)=[CH:13][C:12]=3[F:24])[C:3]=12. (2) Given the reactants O[C:2]1([C:12]2[C:21]([OH:22])=[CH:20][C:15]3[N:16]=[C:17]([CH3:19])[S:18][C:14]=3[CH:13]=2)[C:10]2[C:5](=[CH:6][CH:7]=[CH:8][CH:9]=2)[NH:4][C:3]1=[O:11].I, predict the reaction product. The product is: [OH:22][C:21]1[C:12]([CH:2]2[C:10]3[C:5](=[CH:6][CH:7]=[CH:8][CH:9]=3)[NH:4][C:3]2=[O:11])=[CH:13][C:14]2[S:18][C:17]([CH3:19])=[N:16][C:15]=2[CH:20]=1. (3) Given the reactants [OH:1][CH:2]1[CH2:7][CH2:6][CH:5]([O:8][C:9]2[C:14]([NH:15][C:16]3[C:17]4[C:24]([CH3:25])=[C:23]([C:26](O)=[O:27])[S:22][C:18]=4[N:19]=[CH:20][N:21]=3)=[CH:13][CH:12]=[CH:11][N:10]=2)[CH2:4][CH2:3]1.[NH3:29], predict the reaction product. The product is: [OH:1][C@@H:2]1[CH2:3][CH2:4][C@H:5]([O:8][C:9]2[C:14]([NH:15][C:16]3[C:17]4[C:24]([CH3:25])=[C:23]([C:26]([NH2:29])=[O:27])[S:22][C:18]=4[N:19]=[CH:20][N:21]=3)=[CH:13][CH:12]=[CH:11][N:10]=2)[CH2:6][CH2:7]1. (4) Given the reactants BrCCCS(C1C=CC(C([N:16]2[CH2:22][C:21]3[CH:23]=[C:24](C4C=CC5N=C(C)NC=5C=4)[CH:25]=[CH:26][C:20]=3[O:19][CH2:18][CH2:17]2)=O)=CC=1)(=O)=O.CN(C=[O:41])C, predict the reaction product. The product is: [C:20]([OH:41])(=[O:19])[CH3:26].[O:19]1[C:20]2[CH:26]=[CH:25][CH:24]=[CH:23][C:21]=2[CH2:22][NH:16][CH2:17][CH2:18]1. (5) Given the reactants [OH:1][C:2]1[CH:7]=[CH:6][C:5]([CH:8]([CH3:12])[C:9]([OH:11])=O)=[CH:4][CH:3]=1.CN(C(O[N:21]1N=N[C:23]2C=CC=C[C:22]1=2)=[N+](C)C)C.[B-](F)(F)(F)F.C(N)C, predict the reaction product. The product is: [CH2:22]([NH:21][C:9](=[O:11])[CH:8]([C:5]1[CH:4]=[CH:3][C:2]([OH:1])=[CH:7][CH:6]=1)[CH3:12])[CH3:23]. (6) The product is: [CH2:1]([N:8]1[C:13](=[O:14])[C:12]2=[CH:15][CH:16]=[C:17]([Cl:18])[N:11]2[N:10]=[C:9]1[CH:19]=[CH:22][N:23]([CH3:25])[CH3:24])[C:2]1[CH:7]=[CH:6][CH:5]=[CH:4][CH:3]=1. Given the reactants [CH2:1]([N:8]1[C:13](=[O:14])[C:12]2=[CH:15][CH:16]=[C:17]([Cl:18])[N:11]2[N:10]=[C:9]1[CH3:19])[C:2]1[CH:7]=[CH:6][CH:5]=[CH:4][CH:3]=1.CO[CH:22](OC)[N:23]([CH3:25])[CH3:24].[O-]S([O-])(=O)=O.[Mg+2], predict the reaction product. (7) Given the reactants O[Li:2].O.[CH:4]([S:12]([OH:15])(=[O:14])=[O:13])=[CH:5][C:6]1[CH:11]=[CH:10][CH:9]=[CH:8][CH:7]=1, predict the reaction product. The product is: [CH:4]([S:12]([O-:15])(=[O:13])=[O:14])=[CH:5][C:6]1[CH:11]=[CH:10][CH:9]=[CH:8][CH:7]=1.[Li+:2].